From a dataset of Reaction yield outcomes from USPTO patents with 853,638 reactions. Predict the reaction yield, written as a fraction of the theoretical maximum amount of product (1.0 means a 100% yield; for example, 0.34 means a 34% yield). (1) The reactants are [CH2:1](Cl)[C:2]1[CH:7]=[CH:6][CH:5]=[CH:4][CH:3]=1.[Cl:9][SiH:10]([Cl:12])[Cl:11]. The catalyst is [Cl-].C([P+](C1C=CC=CC=1)(C1C=CC=CC=1)C1C=CC=CC=1)C1C=CC=CC=1. The product is [CH2:1]([Si:10]([Cl:12])([Cl:11])[Cl:9])[C:2]1[CH:7]=[CH:6][CH:5]=[CH:4][CH:3]=1. The yield is 0.0400. (2) The reactants are [Br:1][C:2]1[CH:7]=[CH:6][C:5]([NH:8][C:9]2[C:10]([C:20]([OH:22])=O)=[CH:11][C:12]3[N:16]([CH3:17])[CH:15]=[N:14][C:13]=3[C:18]=2[Cl:19])=[C:4]([Cl:23])[CH:3]=1.[CH:24]([O:26][CH2:27][CH2:28][O:29][NH2:30])=[CH2:25].C1C=CC2N(O)N=NC=2C=1.C(N(CC)CC)C.CCN=C=NCCCN(C)C. The catalyst is CCOC(C)=O.CN(C)C=O. The product is [CH:24]([O:26][CH2:27][CH2:28][O:29][NH:30][C:20]([C:10]1[C:9]([NH:8][C:5]2[CH:6]=[CH:7][C:2]([Br:1])=[CH:3][C:4]=2[Cl:23])=[C:18]([Cl:19])[C:13]2[N:14]=[CH:15][N:16]([CH3:17])[C:12]=2[CH:11]=1)=[O:22])=[CH2:25]. The yield is 0.850. (3) The reactants are [C:1]([C:3]1[CH:4]=[N:5][C:6]2[C:11]([C:12]=1[NH:13][C:14]1[CH:19]=[CH:18][C:17](I)=[C:16]3[O:21][CH2:22][O:23][C:15]=13)=[CH:10][C:9]([O:24][CH3:25])=[C:8]([O:26][CH3:27])[CH:7]=2)#[N:2].[Cl:28][CH2:29][CH2:30][CH2:31][C:32]#[CH:33]. No catalyst specified. The product is [Cl:28][CH2:29][CH2:30][CH2:31][C:32]#[C:33][C:17]1[CH:18]=[CH:19][C:14]([NH:13][C:12]2[C:11]3[C:6](=[CH:7][C:8]([O:26][CH3:27])=[C:9]([O:24][CH3:25])[CH:10]=3)[N:5]=[CH:4][C:3]=2[C:1]#[N:2])=[C:15]2[O:23][CH2:22][O:21][C:16]=12. The yield is 0.690. (4) The reactants are CC1C=CC(S(O[CH2:12][CH:13]2[O:18][C:17]3[C:19]([C:23]4[CH:28]=[CH:27][CH:26]=[CH:25][C:24]=4[Cl:29])=[CH:20][CH:21]=[CH:22][C:16]=3[N:15]([CH3:30])[CH2:14]2)(=O)=O)=CC=1.[N-:31]=[N+:32]=[N-:33].[Na+]. The catalyst is CN(C=O)C. The product is [N:31]([CH2:12][CH:13]1[O:18][C:17]2[C:19]([C:23]3[CH:28]=[CH:27][CH:26]=[CH:25][C:24]=3[Cl:29])=[CH:20][CH:21]=[CH:22][C:16]=2[N:15]([CH3:30])[CH2:14]1)=[N+:32]=[N-:33]. The yield is 0.890. (5) The reactants are [C:1]1([CH3:23])[CH:6]=[CH:5][C:4]([S:7]([CH2:10][CH2:11][O:12][C:13](=[O:22])[CH2:14][O:15][C:16]2[CH:21]=[CH:20][CH:19]=[CH:18][CH:17]=2)(=[O:9])=[O:8])=[CH:3][CH:2]=1.[Cl:24][S:25](O)(=[O:27])=[O:26]. The catalyst is C(Cl)Cl. The product is [C:1]1([CH3:23])[CH:2]=[CH:3][C:4]([S:7]([CH2:10][CH2:11][O:12][C:13](=[O:22])[CH2:14][O:15][C:16]2[CH:17]=[CH:18][C:19]([S:25]([Cl:24])(=[O:27])=[O:26])=[CH:20][CH:21]=2)(=[O:9])=[O:8])=[CH:5][CH:6]=1. The yield is 0.870. (6) The reactants are [N+:1]([C:4]1[C:5]([CH2:10][CH2:11][NH:12][CH:13]2[CH2:18][CH2:17][N:16]([C:19]([O:21][C:22]([CH3:25])([CH3:24])[CH3:23])=[O:20])[CH2:15][CH2:14]2)=[N:6][CH:7]=[CH:8][CH:9]=1)([O-])=O.[H][H].C(N(CC)CC)C.[CH3:35][OH:36]. The catalyst is [Pd].C(#N)C. The product is [O:36]=[C:35]1[NH:1][C:4]2[CH:9]=[CH:8][CH:7]=[N:6][C:5]=2[CH2:10][CH2:11][N:12]1[CH:13]1[CH2:18][CH2:17][N:16]([C:19]([O:21][C:22]([CH3:25])([CH3:24])[CH3:23])=[O:20])[CH2:15][CH2:14]1. The yield is 0.930. (7) The reactants are Cl.[CH2:2]([O:4][C:5](=[O:8])[CH2:6][NH2:7])[CH3:3].[C:9]([O:13][CH2:14][CH3:15])(=[O:12])[CH:10]=[CH2:11].C(N(CC)CC)C. The catalyst is C(O)C. The product is [CH2:2]([O:4][C:5]([CH2:6][NH:7][CH2:11][CH2:10][C:9]([O:13][CH2:14][CH3:15])=[O:12])=[O:8])[CH3:3]. The yield is 0.670.